Dataset: Catalyst prediction with 721,799 reactions and 888 catalyst types from USPTO. Task: Predict which catalyst facilitates the given reaction. (1) Reactant: [CH2:1]([N:3]([CH2:11][C:12]1[CH:13]=[N:14][CH:15]=[C:16]([C:19]2[CH:20]=[C:21]3[C:25](=[CH:26][CH:27]=2)[N:24]([CH:28]2[CH2:33][CH2:32][CH2:31][CH2:30][O:29]2)[N:23]=[C:22]3[C:34]2[O:38][CH:37]=[N:36][CH:35]=2)[C:17]=1[CH3:18])[C:4](=[O:10])[O:5][C:6]([CH3:9])([CH3:8])[CH3:7])[CH3:2].[C:39](OC(=O)N(CC)CC1C=NC=C(C2C=C3C(=CC=2)N(C2CCCCO2)N=C3C=O)C=1C)(C)(C)C.C([O-])([O-])=O.[K+].[K+]. Product: [CH2:1]([N:3]([CH2:11][C:12]1[CH:13]=[N:14][CH:15]=[C:16]([C:19]2[CH:20]=[C:21]3[C:25](=[CH:26][CH:27]=2)[N:24]([CH:28]2[CH2:33][CH2:32][CH2:31][CH2:30][O:29]2)[N:23]=[C:22]3[C:34]2[O:38][CH:37]=[N:36][C:35]=2[CH3:39])[C:17]=1[CH3:18])[C:4](=[O:10])[O:5][C:6]([CH3:9])([CH3:7])[CH3:8])[CH3:2]. The catalyst class is: 5. (2) Reactant: [CH3:1][C:2]1[C:6]([C:7]2[CH:8]=[C:9]([C:26](=[O:31])N(OC)C)[C:10]3[N:14]=[C:13]([O:15][CH2:16][CH3:17])[N:12]([C:18]([O:20][C:21]([CH3:24])([CH3:23])[CH3:22])=[O:19])[C:11]=3[CH:25]=2)=[C:5]([CH3:32])[O:4][N:3]=1.[C:33]1([Mg]Cl)[CH:38]=[CH:37][CH:36]=[CH:35][CH:34]=1. Product: [C:26]([C:9]1[C:10]2[N:14]=[C:13]([O:15][CH2:16][CH3:17])[N:12]([C:18]([O:20][C:21]([CH3:24])([CH3:22])[CH3:23])=[O:19])[C:11]=2[CH:25]=[C:7]([C:6]2[C:2]([CH3:1])=[N:3][O:4][C:5]=2[CH3:32])[CH:8]=1)(=[O:31])[C:33]1[CH:38]=[CH:37][CH:36]=[CH:35][CH:34]=1. The catalyst class is: 1. (3) Reactant: C([O:3][C:4](=[O:17])[CH:5]([C:7]1[CH:16]=[CH:15][C:10]2[NH:11][C:12](=[S:14])[S:13][C:9]=2[CH:8]=1)[CH3:6])C.[OH-].[Na+].CC(O)=O. Product: [S:14]=[C:12]1[NH:11][C:10]2[CH:15]=[CH:16][C:7]([CH:5]([CH3:6])[C:4]([OH:17])=[O:3])=[CH:8][C:9]=2[S:13]1. The catalyst class is: 20. (4) Reactant: [Cl:1][C:2]1[CH:3]=[C:4]([C:12]2[O:16][N:15]=[C:14]([C:17]3[C:27]4[CH2:26][CH2:25][NH:24][CH2:23][CH2:22][C:21]=4[CH:20]=[CH:19][CH:18]=3)[N:13]=2)[CH:5]=[CH:6][C:7]=1[O:8][CH:9]([CH3:11])[CH3:10].C(=O)([O-])[O-].[K+].[K+].Br[CH2:35][CH2:36][C:37]([O:39][C:40]([CH3:43])([CH3:42])[CH3:41])=[O:38]. Product: [Cl:1][C:2]1[CH:3]=[C:4]([C:12]2[O:16][N:15]=[C:14]([C:17]3[C:27]4[CH2:26][CH2:25][N:24]([CH2:35][CH2:36][C:37]([O:39][C:40]([CH3:43])([CH3:42])[CH3:41])=[O:38])[CH2:23][CH2:22][C:21]=4[CH:20]=[CH:19][CH:18]=3)[N:13]=2)[CH:5]=[CH:6][C:7]=1[O:8][CH:9]([CH3:10])[CH3:11]. The catalyst class is: 2.